This data is from Forward reaction prediction with 1.9M reactions from USPTO patents (1976-2016). The task is: Predict the product of the given reaction. The product is: [ClH:1].[F:28][C:25]([F:26])([F:27])[O:24][C:21]1[CH:22]=[CH:23][C:18]([N:13]2[CH2:12][CH:11]3[CH:15]([CH2:16][NH:9][CH2:10]3)[C:14]2=[O:17])=[CH:19][CH:20]=1. Given the reactants [ClH:1].C(OC([N:9]1[CH2:16][CH:15]2[CH:11]([CH2:12][N:13]([C:18]3[CH:23]=[CH:22][C:21]([O:24][C:25]([F:28])([F:27])[F:26])=[CH:20][CH:19]=3)[C:14]2=[O:17])[CH2:10]1)=O)(C)(C)C, predict the reaction product.